This data is from Reaction yield outcomes from USPTO patents with 853,638 reactions. The task is: Predict the reaction yield, written as a fraction of the theoretical maximum amount of product (1.0 means a 100% yield; for example, 0.34 means a 34% yield). (1) The reactants are [Cl:1][C:2]1[CH:18]=[CH:17][C:5]([CH2:6][O:7][C:8]2[C:9]([OH:16])=[C:10]([CH:13]=[CH:14][CH:15]=2)[CH:11]=[O:12])=[C:4]([F:19])[CH:3]=1.[F:20][CH2:21][CH2:22]O.C1(P(C2C=CC=CC=2)C2C=CC=CC=2)C=CC=CC=1.N(C(OC(C)C)=O)=NC(OC(C)C)=O. The catalyst is O1CCCC1.O.C(OCC)(=O)C. The product is [Cl:1][C:2]1[CH:18]=[CH:17][C:5]([CH2:6][O:7][C:8]2[C:9]([O:16][CH2:22][CH2:21][F:20])=[C:10]([CH:13]=[CH:14][CH:15]=2)[CH:11]=[O:12])=[C:4]([F:19])[CH:3]=1. The yield is 0.540. (2) The reactants are [Br:1][C:2]1[N:7]=[C:6]2[N:8]([CH2:14][C:15]3[C:20]([F:21])=[CH:19][CH:18]=[C:17]([F:22])[C:16]=3[Cl:23])[C:9](=O)[C:10](=O)[NH:11][C:5]2=[N:4][CH:3]=1.S(C)C. The catalyst is C1COCC1. The product is [Br:1][C:2]1[N:7]=[C:6]2[N:8]([CH2:14][C:15]3[C:20]([F:21])=[CH:19][CH:18]=[C:17]([F:22])[C:16]=3[Cl:23])[CH2:9][CH2:10][NH:11][C:5]2=[N:4][CH:3]=1. The yield is 0.200. (3) The reactants are Cl[C:2]1[C:3]([C:8]#[N:9])=[N:4][CH:5]=[CH:6][CH:7]=1.[Cl:10][C:11]1[CH:16]=[CH:15][C:14](B(O)O)=[C:13]([F:20])[CH:12]=1.[O-]P([O-])([O-])=O.[K+].[K+].[K+]. The catalyst is C1C=CC([P]([Pd]([P](C2C=CC=CC=2)(C2C=CC=CC=2)C2C=CC=CC=2)([P](C2C=CC=CC=2)(C2C=CC=CC=2)C2C=CC=CC=2)[P](C2C=CC=CC=2)(C2C=CC=CC=2)C2C=CC=CC=2)(C2C=CC=CC=2)C2C=CC=CC=2)=CC=1.CN(C=O)C. The product is [Cl:10][C:11]1[CH:16]=[CH:15][C:14]([C:2]2[C:3]([C:8]#[N:9])=[N:4][CH:5]=[CH:6][CH:7]=2)=[C:13]([F:20])[CH:12]=1. The yield is 0.320. (4) The reactants are [CH3:1][C:2]1[O:6][N:5]=[C:4]([C:7]2[CH:12]=[CH:11][CH:10]=[CH:9][CH:8]=2)[C:3]=1[CH2:13][O:14][C:15]1[CH:23]=[CH:22][C:18]([C:19]([OH:21])=O)=[CH:17][N:16]=1.[C:24]([NH:31][CH2:32][CH2:33][NH2:34])([O:26][C:27]([CH3:30])([CH3:29])[CH3:28])=[O:25]. No catalyst specified. The product is [C:27]([O:26][C:24](=[O:25])[NH:31][CH2:32][CH2:33][NH:34][C:19]([C:18]1[CH:17]=[N:16][C:15]([O:14][CH2:13][C:3]2[C:4]([C:7]3[CH:8]=[CH:9][CH:10]=[CH:11][CH:12]=3)=[N:5][O:6][C:2]=2[CH3:1])=[CH:23][CH:22]=1)=[O:21])([CH3:30])([CH3:28])[CH3:29]. The yield is 0.900. (5) The reactants are [H-].[Na+].[C:3]1([CH2:9][CH2:10][CH2:11][CH2:12][OH:13])[CH:8]=[CH:7][CH:6]=[CH:5][CH:4]=1.Br[CH2:15][CH2:16][CH2:17][CH2:18][CH2:19][C:20]#[N:21].O. The catalyst is CN(C)C=O. The product is [C:3]1([CH2:9][CH2:10][CH2:11][CH2:12][O:13][CH2:15][CH2:16][CH2:17][CH2:18][CH2:19][C:20]#[N:21])[CH:8]=[CH:7][CH:6]=[CH:5][CH:4]=1. The yield is 0.400. (6) No catalyst specified. The product is [NH2:32][C:33]1[S:37][C:36]([C:38]2[CH:43]=[C:42]([CH3:44])[CH:41]=[CH:40][C:39]=2[F:45])=[N:35][C:34]=1[C:46]([NH:1][C:2]1[CH:3]=[N:4][N:5]([CH3:24])[C:6]=1[N:7]1[CH2:13][CH2:12][CH:11]([O:14][CH3:15])[CH:10]([NH2:16])[CH2:9][CH2:8]1)=[O:47]. The reactants are [NH2:1][C:2]1[CH:3]=[N:4][N:5]([CH3:24])[C:6]=1[N:7]1[CH2:13][CH2:12][C@@H:11]([O:14][CH3:15])[C@H:10]([NH:16]C(=O)OC(C)(C)C)[CH2:9][CH2:8]1.C(OC([NH:32][C:33]1[S:37][C:36]([C:38]2[CH:43]=[C:42]([CH3:44])[CH:41]=[CH:40][C:39]=2[F:45])=[N:35][C:34]=1[C:46](O)=[O:47])=O)(C)(C)C. The yield is 0.400. (7) The reactants are Br[C:2]1[CH:7]=[CH:6][C:5]([CH3:8])=[CH:4][N:3]=1.[CH3:9][O:10][C:11]1[CH:16]=[C:15](B2OC(C)(C)C(C)(C)O2)[CH:14]=[CH:13][N:12]=1. No catalyst specified. The product is [CH3:9][O:10][C:11]1[CH:16]=[C:15]([C:2]2[CH:7]=[CH:6][C:5]([CH3:8])=[CH:4][N:3]=2)[CH:14]=[CH:13][N:12]=1. The yield is 0.420.